Dataset: CYP2C19 inhibition data for predicting drug metabolism from PubChem BioAssay. Task: Regression/Classification. Given a drug SMILES string, predict its absorption, distribution, metabolism, or excretion properties. Task type varies by dataset: regression for continuous measurements (e.g., permeability, clearance, half-life) or binary classification for categorical outcomes (e.g., BBB penetration, CYP inhibition). Dataset: cyp2c19_veith. The result is 1 (inhibitor). The molecule is Cn1ccc2cc(NC(=O)Nc3cccnc3)ccc21.